From a dataset of TCR-epitope binding with 47,182 pairs between 192 epitopes and 23,139 TCRs. Binary Classification. Given a T-cell receptor sequence (or CDR3 region) and an epitope sequence, predict whether binding occurs between them. (1) The epitope is HTTDPSFLGRY. The TCR CDR3 sequence is CASSLVGEGDTQYF. Result: 1 (the TCR binds to the epitope). (2) The TCR CDR3 sequence is CASSLLSGTSYEQYF. Result: 0 (the TCR does not bind to the epitope). The epitope is FTYASALWEI.